Predict the reaction yield, written as a fraction of the theoretical maximum amount of product (1.0 means a 100% yield; for example, 0.34 means a 34% yield). From a dataset of Reaction yield outcomes from USPTO patents with 853,638 reactions. (1) The reactants are Cl.Cl.C(O[C:6]([C:8]1[CH:9]=[C:10]2[C:14](=[CH:15][CH:16]=1)[NH:13][N:12]=[C:11]2[C:17]1[CH:26]=[CH:25][C:24]2[C:19](=[CH:20][CH:21]=[C:22]([O:27][CH3:28])[CH:23]=2)[CH:18]=1)=[NH:7])C.[CH:29]1([C:34]([NH:36][NH2:37])=O)[CH2:33][CH2:32][CH2:31][CH2:30]1.C(N(CC)CC)C. The catalyst is CO. The product is [CH:29]1([C:34]2[NH:36][N:37]=[C:6]([C:8]3[CH:9]=[C:10]4[C:14](=[CH:15][CH:16]=3)[NH:13][N:12]=[C:11]4[C:17]3[CH:26]=[CH:25][C:24]4[C:19](=[CH:20][CH:21]=[C:22]([O:27][CH3:28])[CH:23]=4)[CH:18]=3)[N:7]=2)[CH2:33][CH2:32][CH2:31][CH2:30]1. The yield is 0.600. (2) The reactants are [CH:1]([C:4]1[C:5]([O:13][CH2:14][CH2:15][CH3:16])=[C:6]([CH:10]=[CH:11][CH:12]=1)[CH2:7]CN)([CH3:3])[CH3:2].[C:17](Cl)(=[O:20])[CH:18]=[CH2:19].[CH2:22]([N:24](CC)CC)C. The catalyst is C(Cl)Cl. The product is [CH:1]([C:4]1[C:5]([O:13][CH2:14][CH2:15][CH3:16])=[C:6]([CH:10]=[CH:11][CH:12]=1)[CH2:7][N:24]([CH3:22])[C:17](=[O:20])[CH:18]=[CH2:19])([CH3:2])[CH3:3]. The yield is 0.880. (3) The reactants are [C:1]1([S:7]([CH2:9][C:10]([OH:12])=[O:11])=[O:8])[CH:6]=[CH:5][CH:4]=[CH:3][CH:2]=1.C1(N=C=NC2CCCCC2)CCCCC1.[C:28](O)([CH3:31])([CH3:30])[CH3:29]. No catalyst specified. The product is [C:28]([O:11][C:10](=[O:12])[CH2:9][S:7]([C:1]1[CH:2]=[CH:3][CH:4]=[CH:5][CH:6]=1)=[O:8])([CH3:31])([CH3:30])[CH3:29]. The yield is 0.380.